Dataset: Full USPTO retrosynthesis dataset with 1.9M reactions from patents (1976-2016). Task: Predict the reactants needed to synthesize the given product. (1) Given the product [NH2:1][CH2:4][C@H:5]1[O:9][C@@H:8]([N:10]2[C:19]3[N:18]=[CH:17][N:16]=[C:14]([OH:15])[C:13]=3[N:12]=[CH:11]2)[C@H:7]([OH:20])[C@@H:6]1[OH:21], predict the reactants needed to synthesize it. The reactants are: [N:1]([CH2:4][C@H:5]1[O:9][C@@H:8]([N:10]2[C:19]3[N:18]=[CH:17][N:16]=[C:14]([OH:15])[C:13]=3[N:12]=[CH:11]2)[C@H:7]([OH:20])[C@@H:6]1[OH:21])=[N+]=[N-].[H][H]. (2) Given the product [NH2:1][C:39]1[N:44]=[C:43]([NH:45][C@H:46]([C:48]2[N:49]([C:60]3[CH:61]=[CH:62][CH:63]=[CH:64][CH:65]=3)[C:50](=[O:59])[C:51]3[C:56]([CH:57]=2)=[CH:55][CH:54]=[CH:53][C:52]=3[CH3:58])[CH3:47])[C:42]([Cl:66])=[CH:41][N:40]=1.[Cl:38][C:39]1[N:44]=[C:43]([NH:45][C@H:46]([C:48]2[N:49]([C:60]3[CH:61]=[CH:62][CH:63]=[CH:64][CH:65]=3)[C:50](=[O:59])[C:51]3[C:56]([CH:57]=2)=[CH:55][CH:54]=[CH:53][C:52]=3[CH3:58])[CH3:47])[C:42]([Cl:66])=[CH:41][N:40]=1, predict the reactants needed to synthesize it. The reactants are: [NH2:1][C@H](C1N(C2C=CC=CC=2)C(=O)C2C(C=1)=CC=CC=2C)C.ClC1N=C(Cl)C(Cl)=CN=1.C(N(CC)CC)C.[Cl:38][C:39]1[N:44]=[C:43]([NH:45][C@H:46]([C:48]2[N:49]([C:60]3[CH:65]=[CH:64][CH:63]=[CH:62][CH:61]=3)[C:50](=[O:59])[C:51]3[C:56]([CH:57]=2)=[CH:55][CH:54]=[CH:53][C:52]=3[CH3:58])[CH3:47])[C:42]([Cl:66])=[CH:41][N:40]=1. (3) The reactants are: [CH3:1][CH:2]1[CH2:10][C:9]2[C:4](=[CH:5][C:6]([N+:15]([O-:17])=[O:16])=[C:7]([NH:11]C(=O)C)[CH:8]=2)[CH2:3]1. Given the product [CH3:1][CH:2]1[CH2:10][C:9]2[C:4](=[CH:5][C:6]([N+:15]([O-:17])=[O:16])=[C:7]([NH2:11])[CH:8]=2)[CH2:3]1, predict the reactants needed to synthesize it.